From a dataset of Reaction yield outcomes from USPTO patents with 853,638 reactions. Predict the reaction yield, written as a fraction of the theoretical maximum amount of product (1.0 means a 100% yield; for example, 0.34 means a 34% yield). The reactants are S(S([O-])=O)([O-])=O.[Na+].[Na+].[N+:9]([C:12]1[CH:13]=[C:14]([C:18]2[N:22]=[C:21]([C:23]([F:26])([F:25])[F:24])[O:20][N:19]=2)[CH:15]=[CH:16][CH:17]=1)([O-])=O. The catalyst is [Br-].C([N+](CCCC)(CCCC)CCCC)CCC.C1COCC1.O. The product is [F:25][C:23]([F:24])([F:26])[C:21]1[O:20][N:19]=[C:18]([C:14]2[CH:13]=[C:12]([CH:17]=[CH:16][CH:15]=2)[NH2:9])[N:22]=1. The yield is 0.570.